From a dataset of Full USPTO retrosynthesis dataset with 1.9M reactions from patents (1976-2016). Predict the reactants needed to synthesize the given product. (1) Given the product [CH3:21][O:22][C:23]1[CH:31]=[C:30]2[C:26]([CH:27]=[N:28][NH:29]2)=[CH:25][C:24]=1[NH:32][C:2]1[C:3]2[C:10]3[CH2:11][CH2:12][C@:13]([CH3:20])([C:15]([O:17][CH2:18][CH3:19])=[O:16])[CH2:14][C:9]=3[S:8][C:4]=2[N:5]=[CH:6][N:7]=1, predict the reactants needed to synthesize it. The reactants are: Cl[C:2]1[C:3]2[C:10]3[CH2:11][CH2:12][C@:13]([CH3:20])([C:15]([O:17][CH2:18][CH3:19])=[O:16])[CH2:14][C:9]=3[S:8][C:4]=2[N:5]=[CH:6][N:7]=1.[CH3:21][O:22][C:23]1[CH:31]=[C:30]2[C:26]([CH:27]=[N:28][NH:29]2)=[CH:25][C:24]=1[NH2:32].C(O)C. (2) Given the product [NH2:23][C@H:18]1[CH2:19][CH2:20][CH2:21][CH2:22][C@H:17]1[NH:16][C:13]1[CH:12]=[C:11]([NH:31][C:32]2[CH:37]=[C:36]([C:38]3[CH:43]=[CH:42][CH:41]=[CH:40][CH:39]=3)[CH:35]=[C:34]([CH3:44])[N:33]=2)[C:10]([C:8]#[N:9])=[N:15][CH:14]=1, predict the reactants needed to synthesize it. The reactants are: C(O)(C(F)(F)F)=O.[C:8]([C:10]1[N:15]=[CH:14][C:13]([NH:16][C@@H:17]2[CH2:22][CH2:21][CH2:20][CH2:19][C@@H:18]2[NH:23]C(=O)OC(C)(C)C)=[CH:12][C:11]=1[NH:31][C:32]1[CH:37]=[C:36]([C:38]2[CH:43]=[CH:42][CH:41]=[CH:40][CH:39]=2)[CH:35]=[C:34]([CH3:44])[N:33]=1)#[N:9]. (3) Given the product [F:2][C:3]1[CH:8]=[CH:7][C:6]([CH:9]([C:17]2[CH:18]=[CH:19][C:20]([F:23])=[CH:21][CH:22]=2)[CH:10]2[C:15](=[O:16])[CH2:14][CH2:13][N:12]([CH2:28][C:27]3[CH:30]=[C:31]([O:34][C:35]([F:36])([F:37])[F:38])[CH:32]=[CH:33][C:26]=3[O:25][CH3:24])[CH2:11]2)=[CH:5][CH:4]=1, predict the reactants needed to synthesize it. The reactants are: Cl.[F:2][C:3]1[CH:8]=[CH:7][C:6]([CH:9]([C:17]2[CH:22]=[CH:21][C:20]([F:23])=[CH:19][CH:18]=2)[CH:10]2[C:15](=[O:16])[CH2:14][CH2:13][NH:12][CH2:11]2)=[CH:5][CH:4]=1.[CH3:24][O:25][C:26]1[CH:33]=[CH:32][C:31]([O:34][C:35]([F:38])([F:37])[F:36])=[CH:30][C:27]=1[CH2:28]O.C(N(C(C)C)CC)(C)C.ClCCl.